This data is from Forward reaction prediction with 1.9M reactions from USPTO patents (1976-2016). The task is: Predict the product of the given reaction. (1) Given the reactants [C:1]([C:3]1[CH:4]=[C:5]([C:13]2[S:14][C:15]([C:18]3[C:19]([CH2:37][CH3:38])=[C:20]([CH2:24][CH2:25][N:26]4[CH2:31][CH2:30][CH:29]([C:32]([O:34]CC)=[O:33])[CH2:28][CH2:27]4)[CH:21]=[CH:22][CH:23]=3)=[CH:16][N:17]=2)[CH:6]=[CH:7][C:8]=1[O:9][CH:10]([CH3:12])[CH3:11])#[N:2].[OH-].[Na+], predict the reaction product. The product is: [C:1]([C:3]1[CH:4]=[C:5]([C:13]2[S:14][C:15]([C:18]3[C:19]([CH2:37][CH3:38])=[C:20]([CH2:24][CH2:25][N:26]4[CH2:27][CH2:28][CH:29]([C:32]([OH:34])=[O:33])[CH2:30][CH2:31]4)[CH:21]=[CH:22][CH:23]=3)=[CH:16][N:17]=2)[CH:6]=[CH:7][C:8]=1[O:9][CH:10]([CH3:11])[CH3:12])#[N:2]. (2) The product is: [CH2:26]([O:15][C:14](=[O:16])[C@H:13]([NH:12][S:9]([C:6]1[CH:7]=[CH:8][C:3]([O:2][CH3:1])=[CH:4][CH:5]=1)(=[O:11])=[O:10])[CH:17]([CH3:19])[CH3:18])[C:27]1[CH:32]=[CH:31][CH:30]=[CH:29][CH:28]=1. Given the reactants [CH3:1][O:2][C:3]1[CH:8]=[CH:7][C:6]([S:9]([NH:12][C@H:13]([CH:17]([CH3:19])[CH3:18])[C:14]([OH:16])=[O:15])(=[O:11])=[O:10])=[CH:5][CH:4]=1.C(=O)([O-])[O-].[Cs+].[Cs+].[CH2:26](Br)[C:27]1[CH:32]=[CH:31][CH:30]=[CH:29][CH:28]=1, predict the reaction product.